From a dataset of Full USPTO retrosynthesis dataset with 1.9M reactions from patents (1976-2016). Predict the reactants needed to synthesize the given product. (1) Given the product [OH:15][C:14]1[N:1]([C:3]2[CH:4]=[C:5]([C:6]#[N:7])[CH:8]=[CH:9][N:10]=2)[N:2]=[C:12]([CH3:19])[CH:13]=1, predict the reactants needed to synthesize it. The reactants are: [NH:1]([C:3]1[CH:4]=[C:5]([CH:8]=[CH:9][N:10]=1)[C:6]#[N:7])[NH2:2].O=[C:12]([CH3:19])[CH2:13][C:14](OCC)=[O:15]. (2) Given the product [CH3:1][C:2]1[C:3](=[O:8])[CH2:4][CH2:5][C:6]=1[NH:9][C:10]1[CH:15]=[CH:14][C:13]([S:16]([NH:19][C:20]2[CH:25]=[CH:24][CH:23]=[CH:22][N:21]=2)(=[O:18])=[O:17])=[CH:12][CH:11]=1.[OH2:7], predict the reactants needed to synthesize it. The reactants are: [CH3:1][CH:2]1[C:6](=[O:7])[CH2:5][CH2:4][C:3]1=[O:8].[NH2:9][C:10]1[CH:15]=[CH:14][C:13]([S:16]([NH:19][C:20]2[CH:25]=[CH:24][CH:23]=[CH:22][N:21]=2)(=[O:18])=[O:17])=[CH:12][CH:11]=1. (3) Given the product [Br:1][C:2]1[CH:3]=[CH:4][C:5]([C:8]2([NH:11][C:20](=[O:21])[O:22][CH2:23][C:24]3[CH:29]=[CH:28][CH:27]=[CH:26][CH:25]=3)[CH2:9][CH2:10]2)=[N:6][CH:7]=1, predict the reactants needed to synthesize it. The reactants are: [Br:1][C:2]1[CH:3]=[CH:4][C:5]([C:8]2([NH2:11])[CH2:10][CH2:9]2)=[N:6][CH:7]=1.C(N(CC)CC)C.Cl[C:20]([O:22][CH2:23][C:24]1[CH:29]=[CH:28][CH:27]=[CH:26][CH:25]=1)=[O:21]. (4) Given the product [Br:1][C:2]1[CH:27]=[N:26][C:5]2[N:6]=[C:7]([N:13]3[CH2:16][CH:15]([NH:17][CH3:18])[CH2:14]3)[C:8]3[N:9]([CH:10]=[N:11][N:12]=3)[C:4]=2[CH:3]=1, predict the reactants needed to synthesize it. The reactants are: [Br:1][C:2]1[CH:27]=[N:26][C:5]2[N:6]=[C:7]([N:13]3[CH2:16][CH:15]([N:17](C)[C:18](=O)OC(C)(C)C)[CH2:14]3)[C:8]3[N:9]([CH:10]=[N:11][N:12]=3)[C:4]=2[CH:3]=1.C(O)(C(F)(F)F)=O. (5) The reactants are: [CH:1]([C:4]1[N:5]=[C:6]([C:9]2[CH:18]=[C:17]([O:19][CH2:20][CH2:21][C@@H:22]3[NH:36][C:35](=[O:37])[N:34]([CH3:38])[CH2:33][CH2:32][CH2:31][CH2:30][CH:29]=[CH:28][C@H:27]4[C@@:25]([C:39]([O:41]CC)=[O:40])([CH2:26]4)[NH:24][C:23]3=[O:44])[C:16]3[C:11](=[CH:12][C:13]([O:45][CH3:46])=[CH:14][CH:15]=3)[N:10]=2)[S:7][CH:8]=1)([CH3:3])[CH3:2].C(C1N=C(C2C=C(OCC[C@@H]3NC(=O)N(C)CCCCC=C[C@H]4[C@@](C(O)=O)(C4)NC3=O)C3C(=C(C)C(OC)=CC=3)N=2)SC=1)(C)C. Given the product [CH:1]([C:4]1[N:5]=[C:6]([C:9]2[CH:18]=[C:17]([O:19][CH2:20][CH2:21][C@@H:22]3[NH:36][C:35](=[O:37])[N:34]([CH3:38])[CH2:33][CH2:32][CH2:31][CH2:30][CH:29]=[CH:28][C@H:27]4[C@@:25]([C:39]([OH:41])=[O:40])([CH2:26]4)[NH:24][C:23]3=[O:44])[C:16]3[C:11](=[CH:12][C:13]([O:45][CH3:46])=[CH:14][CH:15]=3)[N:10]=2)[S:7][CH:8]=1)([CH3:3])[CH3:2], predict the reactants needed to synthesize it. (6) Given the product [CH3:1][O:2][C:3]1[CH:49]=[CH:48][C:6]([CH2:7][N:8]([CH2:39][C:40]2[CH:45]=[CH:44][C:43]([O:46][CH3:47])=[CH:42][CH:41]=2)[C:9]2[N:14]=[CH:13][C:12]([C:15]3[C:16]4[CH2:29][CH2:28][N:27]([C:30]5[CH:31]=[CH:32][C:33]([C:34]([N:61]6[CH2:62][CH2:63][N:58]([C:53]7[N:52]=[CH:57][CH:56]=[CH:55][N:54]=7)[CH2:59][CH2:60]6)=[O:35])=[CH:37][CH:38]=5)[C:17]=4[N:18]=[C:19]([N:21]4[CH2:22][CH2:23][O:24][CH2:25][CH2:26]4)[N:20]=3)=[CH:11][N:10]=2)=[CH:5][CH:4]=1, predict the reactants needed to synthesize it. The reactants are: [CH3:1][O:2][C:3]1[CH:49]=[CH:48][C:6]([CH2:7][N:8]([CH2:39][C:40]2[CH:45]=[CH:44][C:43]([O:46][CH3:47])=[CH:42][CH:41]=2)[C:9]2[N:14]=[CH:13][C:12]([C:15]3[C:16]4[CH2:29][CH2:28][N:27]([C:30]5[CH:38]=[CH:37][C:33]([C:34](O)=[O:35])=[CH:32][CH:31]=5)[C:17]=4[N:18]=[C:19]([N:21]4[CH2:26][CH2:25][O:24][CH2:23][CH2:22]4)[N:20]=3)=[CH:11][N:10]=2)=[CH:5][CH:4]=1.Cl.Cl.[N:52]1[CH:57]=[CH:56][CH:55]=[N:54][C:53]=1[N:58]1[CH2:63][CH2:62][NH:61][CH2:60][CH2:59]1.